This data is from Peptide-MHC class I binding affinity with 185,985 pairs from IEDB/IMGT. The task is: Regression. Given a peptide amino acid sequence and an MHC pseudo amino acid sequence, predict their binding affinity value. This is MHC class I binding data. (1) The peptide sequence is ERAFQNWSV. The MHC is HLA-A68:02 with pseudo-sequence HLA-A68:02. The binding affinity (normalized) is 0.529. (2) The peptide sequence is SHEQGDIAL. The MHC is HLA-B15:09 with pseudo-sequence HLA-B15:09. The binding affinity (normalized) is 0.0847.